From a dataset of Catalyst prediction with 721,799 reactions and 888 catalyst types from USPTO. Predict which catalyst facilitates the given reaction. (1) Reactant: [F:1][C:2]1[CH:7]=[CH:6][C:5]([CH:8]2[C:17]([CH3:19])([CH3:18])[CH2:16][C:15]3[C:10](=[CH:11][CH:12]=[C:13]([C:20]([O-:22])=[O:21])[CH:14]=3)[NH:9]2)=[CH:4][C:3]=1[N+:23]([O-])=O.[CH:26]1([C:32]([OH:34])=O)[CH2:31][CH2:30][CH2:29][CH2:28][CH2:27]1.[CH:35](N(CC)C(C)C)(C)C.P(Cl)(Cl)(Cl)=O. Product: [CH:26]1([C:32]([NH:23][C:3]2[CH:4]=[C:5]([CH:8]3[C:17]([CH3:19])([CH3:18])[CH2:16][C:15]4[C:10](=[CH:11][CH:12]=[C:13]([C:20]([O:22][CH3:35])=[O:21])[CH:14]=4)[NH:9]3)[CH:6]=[CH:7][C:2]=2[F:1])=[O:34])[CH2:31][CH2:30][CH2:29][CH2:28][CH2:27]1. The catalyst class is: 4. (2) Reactant: C[N:2]1[CH2:12][CH:11](C2C=CC=C(N=C=S)C=2)[C:10]2[CH:9]=[C:8]([OH:22])[C:7](Cl)=[CH:6][C:5]=2[CH2:4][CH2:3]1.[C:24]([OH:30])(C(F)(F)F)=[O:25]. Product: [CH2:4]([O:22][C:8]1[CH:9]=[C:10]2[C:5](=[CH:6][CH:7]=1)[N:2]([C@H:3]([CH3:4])[C:24]([OH:30])=[O:25])[CH:12]=[CH:11]2)[C:5]1[CH:6]=[CH:7][CH:8]=[CH:9][CH:10]=1. The catalyst class is: 192. (3) Reactant: [Cl:1][C:2]1[N:7]=[C:6](Cl)[CH:5]=[C:4]([CH2:9][S:10]([C:13]2[CH:18]=[CH:17][CH:16]=[CH:15][CH:14]=2)(=[O:12])=[O:11])[N:3]=1.C(N(CC)CC)C.[NH:26]1[CH2:31][CH2:30][O:29][CH2:28][CH2:27]1. Product: [Cl:1][C:2]1[N:7]=[C:6]([N:26]2[CH2:31][CH2:30][O:29][CH2:28][CH2:27]2)[CH:5]=[C:4]([CH2:9][S:10]([C:13]2[CH:18]=[CH:17][CH:16]=[CH:15][CH:14]=2)(=[O:12])=[O:11])[N:3]=1. The catalyst class is: 2. (4) Reactant: [CH3:1][CH:2]1[O:7][C:6]2[CH:8]=[CH:9][C:10]([O:12][CH:13]3[CH2:18][CH2:17][NH:16][CH2:15][CH2:14]3)=[CH:11][C:5]=2[NH:4][C:3]1=[O:19].C([O-])([O-])=O.[K+].[K+].F[C:27]1[CH:36]=[CH:35][C:30]([C:31]([NH:33][CH3:34])=[O:32])=[CH:29][CH:28]=1. Product: [CH3:34][NH:33][C:31](=[O:32])[C:30]1[CH:35]=[CH:36][C:27]([N:16]2[CH2:17][CH2:18][CH:13]([O:12][C:10]3[CH:9]=[CH:8][C:6]4[O:7][CH:2]([CH3:1])[C:3](=[O:19])[NH:4][C:5]=4[CH:11]=3)[CH2:14][CH2:15]2)=[CH:28][CH:29]=1. The catalyst class is: 16. (5) Reactant: [N+:1]([C:4]1[CH:5]=[N:6][NH:7][CH:8]=1)([O-:3])=[O:2].[CH2:9]1[O:11][C@H:10]1[CH2:12][OH:13].C([O-])([O-])=O.[K+].[K+]. Product: [N+:1]([C:4]1[CH:5]=[N:6][N:7]([CH2:9][C@H:10]([OH:11])[CH2:12][OH:13])[CH:8]=1)([O-:3])=[O:2]. The catalyst class is: 10. (6) Reactant: [CH2:1]([OH:5])[C:2](=[CH2:4])[CH3:3].Cl[C:7]([O:9][C:10]1[CH:15]=[CH:14][C:13]([N+:16]([O-:18])=[O:17])=[CH:12][CH:11]=1)=[O:8].N1C=CC=CC=1.[Cl-].[NH4+]. Product: [N+:16]([C:13]1[CH:12]=[CH:11][C:10]([O:9][C:7](=[O:8])[O:5][CH2:1][C:2]([CH3:3])=[CH2:4])=[CH:15][CH:14]=1)([O-:18])=[O:17]. The catalyst class is: 1. (7) Reactant: Br[C:2]1[CH:3]=[C:4]([F:13])[C:5]([C:9]([F:12])([F:11])[F:10])=[C:6]([F:8])[CH:7]=1.B1(B2OC(C)(C)C(C)(C)O2)OC(C)(C)C(C)(C)O1.C([O-])(=O)C.[K+].Br[C:38]1[CH:39]=[C:40]2[C:45](=[CH:46][CH:47]=1)[NH:44][C:43](=[O:48])[CH:42]([OH:49])[CH2:41]2.C([O-])([O-])=O.[Na+].[Na+]. Product: [F:8][C:6]1[CH:7]=[C:2]([C:38]2[CH:39]=[C:40]3[C:45](=[CH:46][CH:47]=2)[NH:44][C:43](=[O:48])[CH:42]([OH:49])[CH2:41]3)[CH:3]=[C:4]([F:13])[C:5]=1[C:9]([F:12])([F:11])[F:10]. The catalyst class is: 384.